Dataset: Forward reaction prediction with 1.9M reactions from USPTO patents (1976-2016). Task: Predict the product of the given reaction. (1) Given the reactants [C:1]([C:4]1[O:5][CH:6]=[CH:7][CH:8]=1)(=O)[CH3:2].OC1C(OS(C2C=CC(C)=CC=2)(=O)=O)=C(I)C=CC=1.[CH3:28][O:29][C:30]1[CH:38]=[CH:37][C:33]([C:34]([NH2:36])=[S:35])=[CH:32][CH:31]=1.C(O)C, predict the reaction product. The product is: [O:5]1[CH:6]=[CH:7][CH:8]=[C:4]1[C:1]1[N:36]=[C:34]([C:33]2[CH:37]=[CH:38][C:30]([O:29][CH3:28])=[CH:31][CH:32]=2)[S:35][CH:2]=1. (2) Given the reactants [Br:1][C:2]1[CH:3]=[CH:4][C:5]2[O:9][C:8]([C:10]([OH:12])=O)=[CH:7][C:6]=2[CH:13]=1.C(N1C=CN=C1)(N1C=CN=C1)=O.[CH3:26][N:27]1[CH2:32][CH2:31][NH:30][CH2:29][CH2:28]1, predict the reaction product. The product is: [Br:1][C:2]1[CH:3]=[CH:4][C:5]2[O:9][C:8]([C:10]([N:30]3[CH2:31][CH2:32][N:27]([CH3:26])[CH2:28][CH2:29]3)=[O:12])=[CH:7][C:6]=2[CH:13]=1. (3) Given the reactants C(OC([N:8]1[CH2:13][CH2:12][CH:11]([CH2:14][NH:15][C:16]2[NH:20][C:19]3[CH:21]=[CH:22][CH:23]=[C:24]([C:25](=[O:31])[NH:26][CH2:27][CH2:28][O:29][CH3:30])[C:18]=3[N:17]=2)[CH2:10][CH2:9]1)=O)(C)(C)C.O1CCOCC1.Cl, predict the reaction product. The product is: [CH3:30][O:29][CH2:28][CH2:27][NH:26][C:25]([C:24]1[C:18]2[N:17]=[C:16]([NH:15][CH2:14][CH:11]3[CH2:10][CH2:9][NH:8][CH2:13][CH2:12]3)[NH:20][C:19]=2[CH:21]=[CH:22][CH:23]=1)=[O:31]. (4) The product is: [I:26][C:13]1[C:14]([C:21]([O:23][CH2:24][CH3:25])=[O:22])=[C:15]2[C:16](=[O:17])[NH:8][CH:9]([CH3:27])[CH2:10][N:11]2[N:12]=1. Given the reactants C(OC([NH:8][CH:9]([CH3:27])[CH2:10][N:11]1[C:15]([C:16](OCC)=[O:17])=[C:14]([C:21]([O:23][CH2:24][CH3:25])=[O:22])[C:13]([I:26])=[N:12]1)=O)(C)(C)C.Cl, predict the reaction product. (5) The product is: [Br:16][CH2:17][CH2:18][CH2:19][O:1][C:2]1[CH:3]=[CH:4][C:5]2[C:11]([CH3:12])([CH3:13])[CH2:10][CH2:9][C:8](=[O:14])[NH:7][C:6]=2[CH:15]=1. Given the reactants [OH:1][C:2]1[CH:3]=[CH:4][C:5]2[C:11]([CH3:13])([CH3:12])[CH2:10][CH2:9][C:8](=[O:14])[NH:7][C:6]=2[CH:15]=1.[Br:16][CH2:17][CH2:18][CH2:19]Br.C(=O)([O-])[O-].[Cs+].[Cs+], predict the reaction product.